Dataset: Full USPTO retrosynthesis dataset with 1.9M reactions from patents (1976-2016). Task: Predict the reactants needed to synthesize the given product. (1) Given the product [Cl:11][C:12]1[C:13](=[O:20])[CH:14]=[C:15]([Cl:19])[C:16](=[O:18])[C:17]=1[C:10]1[C:9]2[C:4](=[CH:5][CH:6]=[CH:7][CH:8]=2)[NH:3][C:2]=1[CH3:1], predict the reactants needed to synthesize it. The reactants are: [CH3:1][C:2]1[NH:3][C:4]2[C:9]([CH:10]=1)=[CH:8][CH:7]=[CH:6][CH:5]=2.[Cl:11][C:12]1[C:13](=[O:20])[CH:14]=[C:15]([Cl:19])[C:16](=[O:18])[CH:17]=1.Cl.C(C1C(=O)C(Cl)=C(Cl)C(=O)C=1C#N)#N. (2) Given the product [NH2:42][C:40]1[N:39]=[CH:38][N:37]=[C:36]2[N:35]([CH:2]([C:4]3[C:5]([O:24][CH3:25])=[C:6]([CH:13]4[CH2:16][N:15]([C:17]([O:19][C:20]([CH3:23])([CH3:22])[CH3:21])=[O:18])[CH2:14]4)[C:7]([C:11]#[N:12])=[C:8]([CH3:10])[CH:9]=3)[CH3:3])[N:34]=[C:33]([CH3:32])[C:41]=12, predict the reactants needed to synthesize it. The reactants are: Cl[CH:2]([C:4]1[C:5]([O:24][CH3:25])=[C:6]([CH:13]2[CH2:16][N:15]([C:17]([O:19][C:20]([CH3:23])([CH3:22])[CH3:21])=[O:18])[CH2:14]2)[C:7]([C:11]#[N:12])=[C:8]([CH3:10])[CH:9]=1)[CH3:3].C(=O)([O-])[O-].[Cs+].[Cs+].[CH3:32][C:33]1[C:41]2[C:36](=[N:37][CH:38]=[N:39][C:40]=2[NH2:42])[NH:35][N:34]=1. (3) Given the product [CH3:24][N:25]([CH3:27])/[CH:26]=[C:3](/[C:2]([C@@H:8]1[CH2:12][CH2:11][CH2:10][O:9]1)=[O:1])\[C:4]([O:6][CH3:7])=[O:5], predict the reactants needed to synthesize it. The reactants are: [O:1]=[C:2]([C@@H:8]1[CH2:12][CH2:11][CH2:10][O:9]1)[CH2:3][C:4]([O:6][CH3:7])=[O:5].C1(C(C(=[CH:24][N:25]([CH3:27])[CH3:26])C(OCC)=O)=O)CC1. (4) The reactants are: [OH:1][C:2]1[CH:38]=[CH:37][C:5]([C:6]([CH2:8][CH2:9][CH2:10][NH:11][C:12]2[CH:17]=[C:16]([O:18][CH3:19])[CH:15]=[CH:14][C:13]=2[CH:20]2[CH2:29][CH2:28][C:27]3[CH:26]=[C:25]([O:30]C(=O)C(C)(C)C)[CH:24]=[CH:23][C:22]=3[CH2:21]2)=O)=[CH:4][CH:3]=1.Cl[CH2:40][C:41]([N:43]([CH3:45])[CH3:44])=O. Given the product [CH3:44][N:43]([CH3:45])[CH2:41][CH2:40][O:1][C:2]1[CH:3]=[CH:4][C:5]([CH2:6][CH2:8][CH2:9][CH2:10][NH:11][C:12]2[CH:17]=[C:16]([O:18][CH3:19])[CH:15]=[CH:14][C:13]=2[CH:20]2[CH2:29][CH2:28][C:27]3[CH:26]=[C:25]([OH:30])[CH:24]=[CH:23][C:22]=3[CH2:21]2)=[CH:37][CH:38]=1, predict the reactants needed to synthesize it. (5) Given the product [CH3:1][C:2]1[C:6]([CH2:7][N:8]2[CH:12]=[C:11]([N:13]3[C:17](=[O:18])[CH2:16][N:15]([CH2:22][C:23]4[CH:24]=[C:25]([CH:28]=[CH:29][CH:30]=4)[C:26]#[N:27])[C:14]3=[O:19])[CH:10]=[N:9]2)=[C:5]([CH3:20])[O:4][N:3]=1, predict the reactants needed to synthesize it. The reactants are: [CH3:1][C:2]1[C:6]([CH2:7][N:8]2[CH:12]=[C:11]([N:13]3[C:17](=[O:18])[CH2:16][NH:15][C:14]3=[O:19])[CH:10]=[N:9]2)=[C:5]([CH3:20])[O:4][N:3]=1.Br[CH2:22][C:23]1[CH:24]=[C:25]([CH:28]=[CH:29][CH:30]=1)[C:26]#[N:27]. (6) Given the product [CH3:1][S:2]([CH2:5][C:6]1[CH:11]=[C:10]([N:12]2[CH2:13][CH2:14][O:15][CH2:16][CH2:17]2)[N:9]=[C:8]([C:18]2[CH:23]=[CH:22][C:21]([CH2:24][NH:25][S:34]([CH3:33])(=[O:36])=[O:35])=[CH:20][CH:19]=2)[N:7]=1)(=[O:4])=[O:3], predict the reactants needed to synthesize it. The reactants are: [CH3:1][S:2]([CH2:5][C:6]1[CH:11]=[C:10]([N:12]2[CH2:17][CH2:16][O:15][CH2:14][CH2:13]2)[N:9]=[C:8]([C:18]2[CH:23]=[CH:22][C:21]([CH2:24][NH2:25])=[CH:20][CH:19]=2)[N:7]=1)(=[O:4])=[O:3].C(N(CC)CC)C.[CH3:33][S:34](Cl)(=[O:36])=[O:35].